This data is from Retrosynthesis with 50K atom-mapped reactions and 10 reaction types from USPTO. The task is: Predict the reactants needed to synthesize the given product. Given the product CCOC(=O)c1c(N2CCN(C(=O)c3ccco3)CC2)c2sccc2n(Cc2cccc(F)c2)c1=O, predict the reactants needed to synthesize it. The reactants are: CCOC(=O)c1c(N2CCN(C(=O)c3ccco3)CC2)c2sccc2n(Cc2ccc(F)cc2)c1=O.